This data is from Peptide-MHC class I binding affinity with 185,985 pairs from IEDB/IMGT. The task is: Regression. Given a peptide amino acid sequence and an MHC pseudo amino acid sequence, predict their binding affinity value. This is MHC class I binding data. The peptide sequence is MVHQAISPR. The MHC is HLA-A03:01 with pseudo-sequence HLA-A03:01. The binding affinity (normalized) is 0.620.